This data is from Forward reaction prediction with 1.9M reactions from USPTO patents (1976-2016). The task is: Predict the product of the given reaction. (1) Given the reactants [Br:1][C:2]1[CH:7]=[C:6]([CH3:8])[C:5]([NH:9][C:10]([NH:12][C:13]2[C:14]([C:23]([NH:25][C:26]3([C:33]([O:35]C)=[O:34])[CH2:32][CH2:31][CH2:30][CH2:29][CH2:28][CH2:27]3)=[O:24])=[CH:15][C:16]3[C:21]([CH:22]=2)=[CH:20][CH:19]=[CH:18][CH:17]=3)=[O:11])=[C:4]([CH3:37])[CH:3]=1.Cl, predict the reaction product. The product is: [Br:1][C:2]1[CH:3]=[C:4]([CH3:37])[C:5]([NH:9][C:10]([NH:12][C:13]2[C:14]([C:23]([NH:25][C:26]3([C:33]([OH:35])=[O:34])[CH2:27][CH2:28][CH2:29][CH2:30][CH2:31][CH2:32]3)=[O:24])=[CH:15][C:16]3[C:21]([CH:22]=2)=[CH:20][CH:19]=[CH:18][CH:17]=3)=[O:11])=[C:6]([CH3:8])[CH:7]=1. (2) Given the reactants [F:1][C:2]1[C:9]([N+:10]([O-:12])=[O:11])=[CH:8][CH:7]=[C:6](F)[C:3]=1[C:4]#[N:5].[N:14]1([C:20](=[O:22])[CH3:21])[CH2:19][CH2:18][NH:17][CH2:16][CH2:15]1.C(=O)([O-])[O-].[Cs+].[Cs+], predict the reaction product. The product is: [C:20]([N:14]1[CH2:19][CH2:18][N:17]([C:6]2[C:3]([C:4]#[N:5])=[C:2]([F:1])[C:9]([N+:10]([O-:12])=[O:11])=[CH:8][CH:7]=2)[CH2:16][CH2:15]1)(=[O:22])[CH3:21]. (3) Given the reactants [Cl:1][C:2]1[CH:3]=[C:4]([CH2:8][C:9]([C:11]2[S:12][C:13]([Cl:16])=[CH:14][CH:15]=2)=[O:10])[CH:5]=[CH:6][CH:7]=1.[CH3:17][O:18][C:19](=[O:22])[CH:20]=[CH2:21].N12CCCN=C1CCCCC2, predict the reaction product. The product is: [Cl:1][C:2]1[CH:3]=[C:4]([CH:8]([C:9]([C:11]2[S:12][C:13]([Cl:16])=[CH:14][CH:15]=2)=[O:10])[CH2:21][CH2:20][C:19]([O:18][CH3:17])=[O:22])[CH:5]=[CH:6][CH:7]=1. (4) Given the reactants [CH3:1][C:2]1[C:10]([CH2:11][CH2:12][N:13]2[CH2:18][CH2:17][CH:16]([C:19](O)=[O:20])[CH2:15][CH2:14]2)=[CH:9][CH:8]=[C:7]2[C:3]=1[CH2:4][O:5][C:6]2=[O:22].O=S(Cl)[Cl:25], predict the reaction product. The product is: [CH3:1][C:2]1[C:10]([CH2:11][CH2:12][N:13]2[CH2:18][CH2:17][CH:16]([C:19]([Cl:25])=[O:20])[CH2:15][CH2:14]2)=[CH:9][CH:8]=[C:7]2[C:3]=1[CH2:4][O:5][C:6]2=[O:22]. (5) Given the reactants [CH:1]1[C:9]2[C:8]3[CH:10]=[CH:11][CH:12]=[CH:13][C:7]=3[Se:6][C:5]=2[CH:4]=[CH:3][CH:2]=1.C([Li])(CC)C.C(O[B:23]1[O:27][C:26]([CH3:29])([CH3:28])[C:25]([CH3:31])([CH3:30])[O:24]1)(C)C, predict the reaction product. The product is: [CH:1]1[C:9]2[C:8]3[CH:10]=[CH:11][CH:12]=[CH:13][C:7]=3[Se:6][C:5]=2[C:4]([B:23]2[O:27][C:26]([CH3:29])([CH3:28])[C:25]([CH3:31])([CH3:30])[O:24]2)=[CH:3][CH:2]=1. (6) Given the reactants [F:1][C:2]1[CH:3]=[C:4]([N:8]2[C:16]3[C:11](=[CH:12][CH:13]=[CH:14][CH:15]=3)[C:10]([CH3:17])=[C:9]2[C:18](N(OC)C)=[O:19])[CH:5]=[CH:6][CH:7]=1.[CH3:24][Mg]Br.CCOCC, predict the reaction product. The product is: [F:1][C:2]1[CH:3]=[C:4]([N:8]2[C:16]3[C:11](=[CH:12][CH:13]=[CH:14][CH:15]=3)[C:10]([CH3:17])=[C:9]2[C:18](=[O:19])[CH3:24])[CH:5]=[CH:6][CH:7]=1.